From a dataset of Catalyst prediction with 721,799 reactions and 888 catalyst types from USPTO. Predict which catalyst facilitates the given reaction. (1) Reactant: I[C:2]1[N:3]=[CH:4][N:5]([S:7]([N:10]([CH3:12])[CH3:11])(=[O:9])=[O:8])[CH:6]=1.C([Mg]Br)C.[CH3:17][O:18][C:19]1[C:20]([N+:30]([O-:32])=[O:31])=[C:21]2[C:26](=[CH:27][CH:28]=1)[C:25](=[O:29])[CH2:24][CH2:23][CH2:22]2.[Cl-].[NH4+]. Product: [OH:29][C:25]1([C:2]2[N:3]=[CH:4][N:5]([S:7]([N:10]([CH3:12])[CH3:11])(=[O:9])=[O:8])[CH:6]=2)[C:26]2[C:21](=[C:20]([N+:30]([O-:32])=[O:31])[C:19]([O:18][CH3:17])=[CH:28][CH:27]=2)[CH2:22][CH2:23][CH2:24]1. The catalyst class is: 4. (2) Reactant: [OH-].[Na+:2].[Cl:3][C:4]1[N:9]=[N:8][C:7]([O:10][C:11]2[C:16]([CH3:17])=[CH:15][CH:14]=[CH:13][C:12]=2[CH:18]2[CH2:20][CH2:19]2)=[C:6]([OH:21])[CH:5]=1. Product: [Cl:3][C:4]1[N:9]=[N:8][C:7]([O:10][C:11]2[C:16]([CH3:17])=[CH:15][CH:14]=[CH:13][C:12]=2[CH:18]2[CH2:20][CH2:19]2)=[C:6]([O-:21])[CH:5]=1.[Na+:2]. The catalyst class is: 8. (3) Reactant: C(N(CC)C(C)C)C.[N:9]1[CH:14]=[CH:13][CH:12]=[CH:11][C:10]=1[C:15]1[N:20]=[CH:19][C:18]([C:21]([OH:23])=O)=[CH:17][N:16]=1.[N:24]1([NH2:33])[C:28]2=[N:29][CH:30]=[CH:31][CH:32]=[C:27]2[CH:26]=[CH:25]1.CN(C(ON1N=NC2C=CC=CC1=2)=[N+](C)C)C.[B-](F)(F)(F)F. Product: [N:24]1([NH:33][C:21]([C:18]2[CH:19]=[N:20][C:15]([C:10]3[CH:11]=[CH:12][CH:13]=[CH:14][N:9]=3)=[N:16][CH:17]=2)=[O:23])[C:28]2=[N:29][CH:30]=[CH:31][CH:32]=[C:27]2[CH:26]=[CH:25]1. The catalyst class is: 3. (4) Reactant: C(C1C(=O)C(Cl)=C(Cl)C(=O)C=1C#N)#N.[Br:15][C:16]1[CH:17]=[C:18]2[C:22](=[C:23]([C:25]([O:27][CH2:28][CH3:29])=[O:26])[CH:24]=1)[NH:21][CH2:20][CH2:19]2. Product: [Br:15][C:16]1[CH:17]=[C:18]2[C:22](=[C:23]([C:25]([O:27][CH2:28][CH3:29])=[O:26])[CH:24]=1)[NH:21][CH:20]=[CH:19]2. The catalyst class is: 22. (5) Reactant: [C:1]1([S:7]([N:10]2[C:14]3[N:15]=[CH:16][N:17]=[C:18](Cl)[C:13]=3[CH:12]=[C:11]2[I:20])(=[O:9])=[O:8])[CH:6]=[CH:5][CH:4]=[CH:3][CH:2]=1.[F:21][C:22]1[CH:27]=[CH:26][C:25]([C:28]2[NH:29][C:30]([CH:33]3[CH2:38][CH2:37][NH:36][CH2:35][CH2:34]3)=[N:31][N:32]=2)=[CH:24][CH:23]=1.FC(F)(F)C(O)=O.C(=O)([O-])[O-].[K+].[K+].C(#N)C. Product: [C:1]1([S:7]([N:10]2[C:14]3[N:15]=[CH:16][N:17]=[C:18]([N:36]4[CH2:35][CH2:34][CH:33]([C:30]5[NH:29][C:28]([C:25]6[CH:26]=[CH:27][C:22]([F:21])=[CH:23][CH:24]=6)=[N:32][N:31]=5)[CH2:38][CH2:37]4)[C:13]=3[CH:12]=[C:11]2[I:20])(=[O:9])=[O:8])[CH:6]=[CH:5][CH:4]=[CH:3][CH:2]=1.[F:21][C:22]1[CH:27]=[CH:26][C:25]([C:28]2[NH:29][C:30]([CH:33]3[CH2:38][CH2:37][N:36]([C:18]4[C:13]5[CH:12]=[C:11]([I:20])[NH:10][C:14]=5[N:15]=[CH:16][N:17]=4)[CH2:35][CH2:34]3)=[N:31][N:32]=2)=[CH:24][CH:23]=1. The catalyst class is: 25. (6) Reactant: [SH:1][C:2]1[N:6]=[CH:5][NH:4][N:3]=1.[Br:7][C:8]1[CH:13]=[CH:12][CH:11]=[C:10](Br)[N:9]=1.C(=O)([O-])[O-].[K+].[K+]. Product: [Br:7][C:8]1[N:9]=[C:10]([S:1][C:2]2[N:6]=[CH:5][NH:4][N:3]=2)[CH:11]=[CH:12][CH:13]=1. The catalyst class is: 9. (7) Reactant: N1C=CN=C1.[CH3:6][C:7]([Si:10](Cl)([CH3:12])[CH3:11])([CH3:9])[CH3:8].[Cl:14][C:15]1[C:16]([CH3:41])=[C:17]([NH:23][C@H:24]([CH2:39][OH:40])[C:25]([NH:27][NH:28][C:29](=[O:38])[C:30]2[CH:35]=[CH:34][C:33]([C:36]#[N:37])=[CH:32][CH:31]=2)=[O:26])[CH:18]=[CH:19][C:20]=1[C:21]#[N:22].O. Product: [Si:10]([O:40][CH2:39][C@@H:24]([NH:23][C:17]1[CH:18]=[CH:19][C:20]([C:21]#[N:22])=[C:15]([Cl:14])[C:16]=1[CH3:41])[C:25]([NH:27][NH:28][C:29](=[O:38])[C:30]1[CH:35]=[CH:34][C:33]([C:36]#[N:37])=[CH:32][CH:31]=1)=[O:26])([C:7]([CH3:9])([CH3:8])[CH3:6])([CH3:12])[CH3:11]. The catalyst class is: 3.